This data is from Full USPTO retrosynthesis dataset with 1.9M reactions from patents (1976-2016). The task is: Predict the reactants needed to synthesize the given product. (1) The reactants are: C([O:5][C:6](=[O:40])[CH2:7][O:8][C:9]1[C:14]2[CH2:15][CH2:16][CH2:17][CH2:18][CH:19]([N:20]([S:22]([C:25]3[CH:26]=[C:27]([C:31]4[CH:36]=[CH:35][CH:34]=[C:33]([CH:37]([CH3:39])[CH3:38])[CH:32]=4)[CH:28]=[CH:29][CH:30]=3)(=[O:24])=[O:23])C)[C:13]=2[CH:12]=[CH:11][CH:10]=1)(C)(C)C.[OH-].[Na+]. Given the product [CH:37]([C:33]1[CH:32]=[C:31]([C:27]2[CH:28]=[CH:29][CH:30]=[C:25]([S:22]([NH:20][CH:19]3[C:13]4[CH:12]=[CH:11][CH:10]=[C:9]([O:8][CH2:7][C:6]([OH:40])=[O:5])[C:14]=4[CH2:15][CH2:16][CH2:17][CH2:18]3)(=[O:24])=[O:23])[CH:26]=2)[CH:36]=[CH:35][CH:34]=1)([CH3:39])[CH3:38], predict the reactants needed to synthesize it. (2) Given the product [F:1][C:2]1[CH:7]=[CH:6][C:5]([C:8]2[CH:9]=[CH:10][C:11]([O:14][CH2:18][CH2:19][O:20][CH3:21])=[CH:12][CH:13]=2)=[CH:4][C:3]=1[C:15]#[N:16], predict the reactants needed to synthesize it. The reactants are: [F:1][C:2]1[CH:7]=[CH:6][C:5]([C:8]2[CH:13]=[CH:12][C:11]([OH:14])=[CH:10][CH:9]=2)=[CH:4][C:3]=1[C:15]#[N:16].Br[CH2:18][CH2:19][O:20][CH3:21].[I-].[K+].C(=O)([O-])[O-].[K+].[K+]. (3) Given the product [I:34][CH2:8][CH2:7][CH:1]1[CH2:6][CH2:5][CH2:4][CH2:3][CH2:2]1, predict the reactants needed to synthesize it. The reactants are: [CH:1]1([CH2:7][CH2:8]O)[CH2:6][CH2:5][CH2:4][CH2:3][CH2:2]1.N1C=CN=C1.C1C=CC(P(C2C=CC=CC=2)C2C=CC=CC=2)=CC=1.[I:34]I. (4) Given the product [NH2:18][C:4]1[N:3]=[C:2]([NH:19][C:20]2[CH:21]=[CH:22][C:23]([C:26](=[N:28][OH:29])[CH3:27])=[CH:24][CH:25]=2)[CH:7]=[C:6]([C:8]2[CH:13]=[C:12]([Br:14])[CH:11]=[CH:10][C:9]=2[O:15][CH2:16][CH3:17])[N:5]=1, predict the reactants needed to synthesize it. The reactants are: Cl[C:2]1[CH:7]=[C:6]([C:8]2[CH:13]=[C:12]([Br:14])[CH:11]=[CH:10][C:9]=2[O:15][CH2:16][CH3:17])[N:5]=[C:4]([NH2:18])[N:3]=1.[NH2:19][C:20]1[CH:25]=[CH:24][C:23]([C:26](=[N:28][OH:29])[CH3:27])=[CH:22][CH:21]=1. (5) Given the product [Br:1][C:2]1[CH:7]=[CH:6][C:5]([SH:8])=[CH:4][C:3]=1[Cl:12], predict the reactants needed to synthesize it. The reactants are: [Br:1][C:2]1[CH:7]=[CH:6][C:5]([S:8](Cl)(=O)=O)=[CH:4][C:3]=1[Cl:12].CN(C=O)C.C1(P(C2C=CC=CC=2)C2C=CC=CC=2)C=CC=CC=1.Cl. (6) Given the product [NH2:8][C@@H:7]1[CH2:6][CH2:5][N:4]([C:18]([O:20][CH3:21])=[O:19])[CH2:3][C@H:2]1[OH:1], predict the reactants needed to synthesize it. The reactants are: [OH:1][C@H:2]1[C@H:7](/[N:8]=C/C2C=CC(OC)=CC=2)[CH2:6][CH2:5][N:4]([C:18]([O:20][CH3:21])=[O:19])[CH2:3]1.O.C(O)(C(F)(F)F)=O. (7) Given the product [CH:25]([O:1][C:2]1[CH:24]=[N:23][C:5]2[N:6]([CH3:22])[C:7](=[O:21])[N:8]([CH2:11][CH2:12][CH2:13][O:14][CH:15]3[CH2:20][CH2:19][CH2:18][CH2:17][O:16]3)[C:9](=[O:10])[C:4]=2[CH:3]=1)([CH3:27])[CH3:26], predict the reactants needed to synthesize it. The reactants are: [OH:1][C:2]1[CH:24]=[N:23][C:5]2[N:6]([CH3:22])[C:7](=[O:21])[N:8]([CH2:11][CH2:12][CH2:13][O:14][CH:15]3[CH2:20][CH2:19][CH2:18][CH2:17][O:16]3)[C:9](=[O:10])[C:4]=2[CH:3]=1.[CH:25](I)([CH3:27])[CH3:26].C([O-])([O-])=O.[K+].[K+].